Dataset: Forward reaction prediction with 1.9M reactions from USPTO patents (1976-2016). Task: Predict the product of the given reaction. (1) Given the reactants C(OC([N:8]([CH2:37][C:38]([O:40]C(C)(C)C)=[O:39])[C:9]1[CH:14]=[CH:13][CH:12]=[C:11]([CH:15]([CH2:26][C:27]2[CH:32]=[CH:31][CH:30]=[C:29]([CH2:33][CH2:34][CH2:35][CH3:36])[CH:28]=2)[NH:16][S:17]([C:20]2[CH:25]=[CH:24][CH:23]=[CH:22][N:21]=2)(=[O:19])=[O:18])[N:10]=1)=O)(C)(C)C.Cl.O1CCOCC1, predict the reaction product. The product is: [CH2:33]([C:29]1[CH:28]=[C:27]([CH:32]=[CH:31][CH:30]=1)[CH2:26][CH:15]([NH:16][S:17]([C:20]1[CH:25]=[CH:24][CH:23]=[CH:22][N:21]=1)(=[O:18])=[O:19])[C:11]1[N:10]=[C:9]([NH:8][CH2:37][C:38]([OH:40])=[O:39])[CH:14]=[CH:13][CH:12]=1)[CH2:34][CH2:35][CH3:36]. (2) Given the reactants [CH3:1][NH2:2].[CH2:3]([N:5]1[CH2:10][CH2:9][C:8](=O)[CH2:7][CH2:6]1)[CH3:4].C(O[BH-](OC(=O)C)OC(=O)C)(=O)C.[Na+].C(=O)([O-])O.[Na+], predict the reaction product. The product is: [CH2:3]([N:5]1[CH2:10][CH2:9][CH:8]([NH:2][CH3:1])[CH2:7][CH2:6]1)[CH3:4]. (3) The product is: [Cl:1][C:2]1[CH:14]=[CH:13][C:5]([O:6][C:7]([CH3:12])([CH3:11])[C:8]([Cl:25])=[O:9])=[CH:4][CH:3]=1. Given the reactants [Cl:1][C:2]1[CH:14]=[CH:13][C:5]([O:6][C:7]([CH3:12])([CH3:11])[C:8](O)=[O:9])=[CH:4][CH:3]=1.C(N(CC)CC)C.C(Cl)(=O)C([Cl:25])=O, predict the reaction product.